This data is from Forward reaction prediction with 1.9M reactions from USPTO patents (1976-2016). The task is: Predict the product of the given reaction. (1) Given the reactants C(N1C=CN=C1)(N1C=CN=C1)=O.[CH3:13][C:14]1[CH:15]=[C:16]([CH:22]=[C:23]([CH3:25])[CH:24]=1)[O:17][CH2:18][C:19]([OH:21])=O.C(N(CC)CC)C.Cl.[NH2:34][CH2:35][CH2:36][CH2:37][CH2:38][CH2:39][C:40]([O:42][CH3:43])=[O:41], predict the reaction product. The product is: [CH3:25][C:23]1[CH:22]=[C:16]([CH:15]=[C:14]([CH3:13])[CH:24]=1)[O:17][CH2:18][C:19]([NH:34][CH2:35][CH2:36][CH2:37][CH2:38][CH2:39][C:40]([O:42][CH3:43])=[O:41])=[O:21]. (2) Given the reactants [Br:1][C:2]1[CH:10]=[C:9]2[C:5]([C:6]([F:20])=[N:7][N:8]2[S:11]([C:14]2[CH:19]=[CH:18][CH:17]=[CH:16][CH:15]=2)(=[O:13])=[O:12])=[C:4]([N+:21]([O-])=O)[CH:3]=1, predict the reaction product. The product is: [Br:1][C:2]1[CH:3]=[C:4]([NH2:21])[C:5]2[C:6]([F:20])=[N:7][N:8]([S:11]([C:14]3[CH:19]=[CH:18][CH:17]=[CH:16][CH:15]=3)(=[O:12])=[O:13])[C:9]=2[CH:10]=1. (3) The product is: [Cl:25][C:10]1[CH:11]=[CH:12][C:13]2[CH2:14][NH:15][CH2:16][CH:17]([C:19]3[CH:20]=[N:21][CH:22]=[CH:23][CH:24]=3)[O:18][C:8]=2[N:9]=1. Given the reactants CC(C)([O-])C.[Na+].Cl[C:8]1[C:13]([CH2:14][NH:15][CH2:16][CH:17]([C:19]2[CH:20]=[N:21][CH:22]=[CH:23][CH:24]=2)[OH:18])=[CH:12][CH:11]=[C:10]([Cl:25])[N:9]=1, predict the reaction product.